This data is from Full USPTO retrosynthesis dataset with 1.9M reactions from patents (1976-2016). The task is: Predict the reactants needed to synthesize the given product. (1) Given the product [ClH:37].[CH3:1][O:2][CH2:3][CH2:4][N:5]([CH2:19][C:20]1[CH:21]=[CH:22][C:23]([S:26][C:27]([CH3:36])([CH3:35])[C:28]([OH:30])=[O:29])=[CH:24][CH:25]=1)[C:6]1[CH:11]=[CH:10][N:9]=[C:8]([C:12]2[CH:17]=[CH:16][CH:15]=[C:14]([CH3:18])[CH:13]=2)[N:7]=1, predict the reactants needed to synthesize it. The reactants are: [CH3:1][O:2][CH2:3][CH2:4][N:5]([CH2:19][C:20]1[CH:25]=[CH:24][C:23]([S:26][C:27]([CH3:36])([CH3:35])[C:28]([O:30]C(C)(C)C)=[O:29])=[CH:22][CH:21]=1)[C:6]1[CH:11]=[CH:10][N:9]=[C:8]([C:12]2[CH:17]=[CH:16][CH:15]=[C:14]([CH3:18])[CH:13]=2)[N:7]=1.[ClH:37]. (2) Given the product [CH3:14][O:15][C:16]1[CH:21]=[CH:20][CH:19]=[CH:18][C:17]=1[CH2:22][CH2:23][NH:24][CH:2]1[CH2:11][CH2:10][CH2:9][C:8]2[N:7]=[C:6]([C:12]#[N:13])[CH:5]=[CH:4][C:3]1=2, predict the reactants needed to synthesize it. The reactants are: O=[C:2]1[CH2:11][CH2:10][CH2:9][C:8]2[N:7]=[C:6]([C:12]#[N:13])[CH:5]=[CH:4][C:3]1=2.[CH3:14][O:15][C:16]1[CH:21]=[CH:20][CH:19]=[CH:18][C:17]=1[CH2:22][CH2:23][NH2:24].O.C1(C)C=CC(S(O)(=O)=O)=CC=1.[BH4-].[Na+]. (3) Given the product [C:17]([O:16][C:15]([NH:14][O:13][CH2:2][C:3]1[CH:4]=[C:5]([CH:10]=[CH:11][CH:12]=1)[C:6]([O:8][CH3:9])=[O:7])=[O:21])([CH3:20])([CH3:19])[CH3:18], predict the reactants needed to synthesize it. The reactants are: Br[CH2:2][C:3]1[CH:4]=[C:5]([CH:10]=[CH:11][CH:12]=1)[C:6]([O:8][CH3:9])=[O:7].[OH:13][NH:14][C:15](=[O:21])[O:16][C:17]([CH3:20])([CH3:19])[CH3:18].N1(C2CCCCCCCCCC2)CCCN=CCCCCC1. (4) Given the product [NH:1]([C:8]1[N:17]=[CH:16][C:15]2[CH2:14][CH2:13][C:12]3[C:18]([C:22]([NH:30][CH2:29][CH2:27][OH:28])=[O:23])=[N:19][N:20]([CH3:21])[C:11]=3[C:10]=2[N:9]=1)[C:2]1[CH:3]=[CH:4][CH:5]=[CH:6][CH:7]=1, predict the reactants needed to synthesize it. The reactants are: [NH:1]([C:8]1[N:17]=[CH:16][C:15]2[CH2:14][CH2:13][C:12]3[C:18]([C:22](OCC)=[O:23])=[N:19][N:20]([CH3:21])[C:11]=3[C:10]=2[N:9]=1)[C:2]1[CH:7]=[CH:6][CH:5]=[CH:4][CH:3]=1.[CH2:27]([CH2:29][NH2:30])[OH:28]. (5) Given the product [CH2:11]([C:10]1[C:2]([B:13]2[O:17][C:16]([CH3:19])([CH3:18])[C:15]([CH3:21])([CH3:20])[O:14]2)=[C:3]2[C:7](=[CH:8][CH:9]=1)[NH:6][CH:5]=[CH:4]2)[CH3:12], predict the reactants needed to synthesize it. The reactants are: Br[C:2]1[C:10]([CH2:11][CH3:12])=[CH:9][CH:8]=[C:7]2[C:3]=1[CH:4]=[CH:5][NH:6]2.[B:13]1([B:13]2[O:17][C:16]([CH3:19])([CH3:18])[C:15]([CH3:21])([CH3:20])[O:14]2)[O:17][C:16]([CH3:19])([CH3:18])[C:15]([CH3:21])([CH3:20])[O:14]1.CC([O-])=O.[K+]. (6) Given the product [NH2:18][C:10]1[O:11][C@H:12]([C:14]([F:16])([F:17])[F:15])[CH2:13][C@:8]([C:6]2[CH:7]=[C:2]([NH:1][C:28]([C:26]3[N:27]=[C:23]([CH2:22][F:21])[O:24][CH:25]=3)=[O:29])[CH:3]=[CH:4][C:5]=2[F:20])([CH3:19])[N:9]=1, predict the reactants needed to synthesize it. The reactants are: [NH2:1][C:2]1[CH:3]=[CH:4][C:5]([F:20])=[C:6]([C@:8]2([CH3:19])[CH2:13][C@@H:12]([C:14]([F:17])([F:16])[F:15])[O:11][C:10]([NH2:18])=[N:9]2)[CH:7]=1.[F:21][CH2:22][C:23]1[O:24][CH:25]=[C:26]([C:28](O)=[O:29])[N:27]=1. (7) The reactants are: [F:1][C:2]([F:19])([F:18])[C:3]1[CH:8]=[CH:7][C:6]([C:9]2[S:10][CH:11]=[C:12]([C:15]([CH3:17])=O)[C:13]=2[OH:14])=[CH:5][CH:4]=1.[NH:20]([C:22]([C:24]1[S:28][C:27]([C:29]([O:31][CH3:32])=[O:30])=[CH:26][CH:25]=1)=[O:23])[NH2:21].O.S(C1C=CC(C)=CC=1)(O)(=O)=O. Given the product [F:1][C:2]([F:19])([F:18])[C:3]1[CH:8]=[CH:7][C:6]([C:9]2[S:10][CH:11]=[C:12]([C:15](=[N:21][NH:20][C:22]([C:24]3[S:28][C:27]([C:29]([O:31][CH3:32])=[O:30])=[CH:26][CH:25]=3)=[O:23])[CH3:17])[C:13]=2[OH:14])=[CH:5][CH:4]=1, predict the reactants needed to synthesize it. (8) Given the product [Cl:1][CH2:2][C:3]([NH:5][C:6]1[CH:11]=[C:10]([OH:12])[CH:9]=[CH:8][C:7]=1[OH:14])=[O:4], predict the reactants needed to synthesize it. The reactants are: [Cl:1][CH2:2][C:3]([NH:5][C:6]1[CH:11]=[C:10]([O:12]C)[CH:9]=[CH:8][C:7]=1[O:14]C)=[O:4].B(Br)(Br)Br.O. (9) Given the product [CH3:22][N:21]([CH3:23])[CH2:20][CH2:19][O:18][C:4]1[N:3]=[C:2]([C:30]2[CH:29]=[CH:28][CH:27]=[C:26]([O:25][CH3:24])[CH:31]=2)[N:7]=[C:6]([NH:8][C:9]2[CH:10]=[C:11]3[C:15](=[CH:16][CH:17]=2)[NH:14][N:13]=[CH:12]3)[CH:5]=1, predict the reactants needed to synthesize it. The reactants are: Cl[C:2]1[N:7]=[C:6]([NH:8][C:9]2[CH:10]=[C:11]3[C:15](=[CH:16][CH:17]=2)[NH:14][N:13]=[CH:12]3)[CH:5]=[C:4]([O:18][CH2:19][CH2:20][N:21]([CH3:23])[CH3:22])[N:3]=1.[CH3:24][O:25][C:26]1[CH:27]=[C:28](B(O)O)[CH:29]=[CH:30][CH:31]=1.C([O-])([O-])=O.[Na+].[Na+].O. (10) Given the product [CH2:20]([O:27][C:28]1[CH:33]=[CH:32][C:31]([C:2]2[CH:3]=[C:4]([C:17]([OH:19])=[O:18])[C:5]3[CH:10]=[N:9][N:8]([CH:11]4[CH2:16][CH2:15][CH2:14][CH2:13][O:12]4)[C:6]=3[N:7]=2)=[C:30]([F:37])[CH:29]=1)[C:21]1[CH:22]=[CH:23][CH:24]=[CH:25][CH:26]=1, predict the reactants needed to synthesize it. The reactants are: Cl[C:2]1[CH:3]=[C:4]([C:17]([OH:19])=[O:18])[C:5]2[CH:10]=[N:9][N:8]([CH:11]3[CH2:16][CH2:15][CH2:14][CH2:13][O:12]3)[C:6]=2[N:7]=1.[CH2:20]([O:27][C:28]1[CH:33]=[CH:32][C:31](B(O)O)=[C:30]([F:37])[CH:29]=1)[C:21]1[CH:26]=[CH:25][CH:24]=[CH:23][CH:22]=1.C(=O)([O-])[O-].[K+].[K+].O.